Predict the reactants needed to synthesize the given product. From a dataset of Full USPTO retrosynthesis dataset with 1.9M reactions from patents (1976-2016). (1) Given the product [CH2:1]([O:3][C:4]([C:6]1[C:14]2[C:9](=[CH:10][CH:11]=[C:12]([O:15][C:16]3[CH:21]=[CH:20][C:19]([C:22]([F:24])([F:23])[F:25])=[CH:18][N:17]=3)[CH:13]=2)[N:8]([C:26]2[CH:27]=[CH:28][C:29]([O:32][CH:33]([CH3:35])[CH3:34])=[CH:30][CH:31]=2)[C:7]=1[CH2:36][C:37]([OH:39])=[O:38])=[O:5])[CH3:2], predict the reactants needed to synthesize it. The reactants are: [CH2:1]([O:3][C:4]([C:6]1[C:14]2[C:9](=[CH:10][CH:11]=[C:12]([O:15][C:16]3[CH:21]=[CH:20][C:19]([C:22]([F:25])([F:24])[F:23])=[CH:18][N:17]=3)[CH:13]=2)[N:8]([C:26]2[CH:31]=[CH:30][C:29]([O:32][CH:33]([CH3:35])[CH3:34])=[CH:28][CH:27]=2)[C:7]=1[CH2:36][C:37]([O:39]CC)=[O:38])=[O:5])[CH3:2].[OH-].[Na+].CCO. (2) The reactants are: C(O[C:4](=[C:11]1[C:19]2[C:14](=[CH:15][CH:16]=[C:17]([N+:20]([O-:22])=[O:21])[CH:18]=2)[NH:13][C:12]1=[O:23])[C:5]1[CH:10]=[CH:9][CH:8]=[CH:7][CH:6]=1)C.[C:24]([O:28][C:29]([N:31]([CH2:33][C:34]1[CH:40]=[CH:39][C:37]([NH2:38])=[CH:36][CH:35]=1)[CH3:32])=[O:30])([CH3:27])([CH3:26])[CH3:25]. Given the product [C:24]([O:28][C:29]([N:31]([CH2:33][C:34]1[CH:40]=[CH:39][C:37]([NH:38]/[C:4](=[C:11]2\[C:12](=[O:23])[NH:13][C:14]3[C:19]\2=[CH:18][C:17]([N+:20]([O-:22])=[O:21])=[CH:16][CH:15]=3)/[C:5]2[CH:10]=[CH:9][CH:8]=[CH:7][CH:6]=2)=[CH:36][CH:35]=1)[CH3:32])=[O:30])([CH3:27])([CH3:25])[CH3:26], predict the reactants needed to synthesize it. (3) Given the product [CH3:25][O:24][C:7]1[CH:6]=[CH:5][C:4]2[N:3]=[C:2]([NH:26][C:27]3[CH:36]=[CH:35][C:30]4[NH:31][C:32](=[O:34])[NH:33][C:29]=4[CH:28]=3)[C:11]3=[N:12][NH:13][CH:14]=[C:10]3[C:9]=2[CH:8]=1, predict the reactants needed to synthesize it. The reactants are: Cl[C:2]1[C:11]2=[N:12][N:13](CC3C=CC(OC)=CC=3)[CH:14]=[C:10]2[C:9]2[CH:8]=[C:7]([O:24][CH3:25])[CH:6]=[CH:5][C:4]=2[N:3]=1.[NH2:26][C:27]1[CH:36]=[CH:35][C:30]2[NH:31][C:32](=[O:34])[NH:33][C:29]=2[CH:28]=1.Cl. (4) Given the product [Br:18][CH2:2][C:1]([C:4]1[CH:9]=[CH:8][C:7]([CH2:10][CH2:11][NH:12][C:13](=[O:15])[CH3:14])=[CH:6][CH:5]=1)=[O:3], predict the reactants needed to synthesize it. The reactants are: [C:1]([C:4]1[CH:9]=[CH:8][C:7]([CH2:10][CH2:11][NH:12][C:13](=[O:15])[CH3:14])=[CH:6][CH:5]=1)(=[O:3])[CH3:2].CO.[Br-:18].[Br-].[Br-].C([N+](CCCC)(CCCC)CCCC)CCC.C([N+](CCCC)(CCCC)CCCC)CCC.C([N+](CCCC)(CCCC)CCCC)CCC. (5) Given the product [C:35]([C:30]1[CH:31]=[CH:32][CH:33]=[CH:34][C:29]=1[C:26]1[CH:25]=[CH:24][C:23]([CH2:22][C:19]2[C:20](=[O:21])[N:15]([C@H:12]3[CH2:13][CH2:14][C@H:9]([O:8][CH2:7][C:3]4([C:1]([OH:44])=[O:2])[CH2:6][CH2:5][CH2:4]4)[CH2:10][CH2:11]3)[C:16]3[N:17]([N:40]=[CH:41][N:42]=3)[C:18]=2[CH2:37][CH2:38][CH3:39])=[CH:28][CH:27]=1)#[N:36], predict the reactants needed to synthesize it. The reactants are: [CH:1]([C:3]1([CH2:7][O:8][C@H:9]2[CH2:14][CH2:13][C@H:12]([N:15]3[C:20](=[O:21])[C:19]([CH2:22][C:23]4[CH:28]=[CH:27][C:26]([C:29]5[C:30]([C:35]#[N:36])=[CH:31][CH:32]=[CH:33][CH:34]=5)=[CH:25][CH:24]=4)=[C:18]([CH2:37][CH2:38][CH3:39])[N:17]4[N:40]=[CH:41][N:42]=[C:16]34)[CH2:11][CH2:10]2)[CH2:6][CH2:5][CH2:4]1)=[O:2].Cl([O-])=[O:44].[Na+].P([O-])(O)(O)=O.[Na+].CC(=CC)C.